Predict the product of the given reaction. From a dataset of Forward reaction prediction with 1.9M reactions from USPTO patents (1976-2016). (1) The product is: [CH3:1][C:2]1[N:7]=[C:6]([N:8]2[C:9]3[C:10](=[CH:11][CH:12]=[CH:13][CH:14]=3)[N:15]=[C:17]([C:18]([O:20][CH2:21][CH3:22])=[O:19])[C:23]2=[O:24])[CH:5]=[CH:4][CH:3]=1. Given the reactants [CH3:1][C:2]1[N:7]=[C:6]([NH:8][C:9]2[C:10]([NH2:15])=[CH:11][CH:12]=[CH:13][CH:14]=2)[CH:5]=[CH:4][CH:3]=1.O=[C:17]([C:23](OCC)=[O:24])[C:18]([O:20][CH2:21][CH3:22])=[O:19], predict the reaction product. (2) Given the reactants C[O:2][C:3](=[O:42])[C:4]1[CH:9]=[CH:8][C:7]([NH:10][C:11]([C@H:13]2[C@H:17]([C:18]3[CH:23]=[CH:22][CH:21]=[C:20]([Cl:24])[C:19]=3[F:25])[C@:16]([C:28]3[CH:33]=[CH:32][C:31]([Cl:34])=[CH:30][C:29]=3[F:35])([C:26]#[N:27])[C@H:15]([CH2:36][C:37]([CH3:40])([CH3:39])[CH3:38])[NH:14]2)=[O:12])=[CH:6][C:5]=1[Cl:41].[OH-].[Na+], predict the reaction product. The product is: [Cl:41][C:5]1[CH:6]=[C:7]([NH:10][C:11]([C@H:13]2[C@H:17]([C:18]3[CH:23]=[CH:22][CH:21]=[C:20]([Cl:24])[C:19]=3[F:25])[C@:16]([C:28]3[CH:33]=[CH:32][C:31]([Cl:34])=[CH:30][C:29]=3[F:35])([C:26]#[N:27])[C@H:15]([CH2:36][C:37]([CH3:40])([CH3:39])[CH3:38])[NH:14]2)=[O:12])[CH:8]=[CH:9][C:4]=1[C:3]([OH:42])=[O:2].